This data is from Reaction yield outcomes from USPTO patents with 853,638 reactions. The task is: Predict the reaction yield, written as a fraction of the theoretical maximum amount of product (1.0 means a 100% yield; for example, 0.34 means a 34% yield). The reactants are CN(C(ON1N=NC2C=CC=CC1=2)=[N+](C)C)C.F[P-](F)(F)(F)(F)F.Cl.Cl.[CH3:27][C@H:28]1[C:36]2[C:35]([N:37]3[CH2:42][CH2:41][NH:40][CH2:39][CH2:38]3)=[N:34][CH:33]=[N:32][C:31]=2[CH2:30][S:29]1.[Cl:43][C:44]1[CH:49]=[CH:48][C:47]([CH:50]([CH2:54][N:55]2[CH2:57][CH:56]2[CH3:58])[C:51](O)=[O:52])=[CH:46][CH:45]=1. The catalyst is C(Cl)Cl. The product is [Cl:43][C:44]1[CH:49]=[CH:48][C:47]([CH:50]([CH2:54][N:55]2[CH2:57][CH:56]2[CH3:58])[C:51]([N:40]2[CH2:41][CH2:42][N:37]([C:35]3[C:36]4[C@H:28]([CH3:27])[S:29][CH2:30][C:31]=4[N:32]=[CH:33][N:34]=3)[CH2:38][CH2:39]2)=[O:52])=[CH:46][CH:45]=1. The yield is 0.0200.